From a dataset of TCR-epitope binding with 47,182 pairs between 192 epitopes and 23,139 TCRs. Binary Classification. Given a T-cell receptor sequence (or CDR3 region) and an epitope sequence, predict whether binding occurs between them. (1) The epitope is KLVALGINAV. The TCR CDR3 sequence is CASSLSPGSSYEQYF. Result: 0 (the TCR does not bind to the epitope). (2) The epitope is YVLDHLIVV. The TCR CDR3 sequence is CASSYMGVEQFF. Result: 1 (the TCR binds to the epitope). (3) The epitope is YLQPRTFLL. The TCR CDR3 sequence is CASGLDGGPEQFF. Result: 0 (the TCR does not bind to the epitope). (4) The epitope is ILHCANFNV. The TCR CDR3 sequence is CASSTIAPGELFF. Result: 1 (the TCR binds to the epitope). (5) The epitope is TPRVTGGGAM. The TCR CDR3 sequence is CASSSHDRQGASSPLHF. Result: 1 (the TCR binds to the epitope). (6) The epitope is AMFWSVPTV. The TCR CDR3 sequence is CASSFSGGLTHEQYF. Result: 1 (the TCR binds to the epitope). (7) The epitope is KPLEFGATSAAL. The TCR CDR3 sequence is CSVAPRGQAAYEQYF. Result: 1 (the TCR binds to the epitope). (8) The epitope is KLPDDFTGCV. The TCR CDR3 sequence is CASSQDVPSSYNSPLHF. Result: 1 (the TCR binds to the epitope).